Dataset: Full USPTO retrosynthesis dataset with 1.9M reactions from patents (1976-2016). Task: Predict the reactants needed to synthesize the given product. Given the product [OH:1][B:2]1[C:6]2[C:7]([CH2:11][CH2:12][C:13]([O:15][CH3:16])=[O:14])=[CH:8][CH:9]=[CH:10][C:5]=2[CH2:4][O:3]1, predict the reactants needed to synthesize it. The reactants are: [OH:1][B:2]1[C:6]2[C:7]([CH2:11][CH2:12][C:13]([OH:15])=[O:14])=[CH:8][CH:9]=[CH:10][C:5]=2[CH2:4][O:3]1.[C:16]([O-])([O-])=O.[K+].[K+].IC.